From a dataset of Cav3 T-type calcium channel HTS with 100,875 compounds. Binary Classification. Given a drug SMILES string, predict its activity (active/inactive) in a high-throughput screening assay against a specified biological target. The drug is o1c2c(c(=O)c(c3n(c4c(n3)cccc4)C)c1COCC(O)=O)cc(c(OC(=O)C(C)(C)C)c2)CC. The result is 0 (inactive).